This data is from Full USPTO retrosynthesis dataset with 1.9M reactions from patents (1976-2016). The task is: Predict the reactants needed to synthesize the given product. (1) Given the product [C:36]([C:35]1[CH:39]=[CH:40][C:32]([CH2:31][N:2]2[CH2:3][CH2:4][C:5]3[NH:6][C:7]4[CH:8]=[CH:9][C:10]([C:14]([NH:16][CH:17]5[CH2:18][CH2:19][N:20]([C:23]([O:25][C:26]([CH3:29])([CH3:28])[CH3:27])=[O:24])[CH2:21][CH2:22]5)=[O:15])=[CH:11][C:12]=4[C:13]=3[CH2:1]2)=[CH:33][CH:34]=1)(=[O:37])[NH2:38], predict the reactants needed to synthesize it. The reactants are: [CH2:1]1[C:13]2[C:12]3[CH:11]=[C:10]([C:14]([NH:16][CH:17]4[CH2:22][CH2:21][N:20]([C:23]([O:25][C:26]([CH3:29])([CH3:28])[CH3:27])=[O:24])[CH2:19][CH2:18]4)=[O:15])[CH:9]=[CH:8][C:7]=3[NH:6][C:5]=2[CH2:4][CH2:3][NH:2]1.Br[CH2:31][C:32]1[CH:40]=[CH:39][C:35]([C:36]([NH2:38])=[O:37])=[CH:34][CH:33]=1.C(=O)(O)[O-].[Na+]. (2) Given the product [Cl:1][C:2]1[C:3]([O:16][CH2:17][O:18][CH3:19])=[CH:4][C:5]([O:12][CH2:13][O:14][CH3:15])=[C:6]([CH:11]=1)[C:7]([OH:9])=[O:8].[Cl:1][C:2]1[C:3]([O:16][CH2:17][O:18][CH3:19])=[CH:4][C:5]([O:12][CH2:13][O:14][CH3:15])=[C:6]([CH:11]=1)[C:7]([O:9][CH3:10])=[O:8], predict the reactants needed to synthesize it. The reactants are: [Cl:1][C:2]1[C:3]([O:16][CH2:17][O:18][CH3:19])=[CH:4][C:5]([O:12][CH2:13][O:14][CH3:15])=[C:6]([CH:11]=1)[C:7]([O:9][CH3:10])=[O:8].Cl[O-].[Ca+2].Cl[O-].COCOC1C=C(OCOC)C=CC=1C(OC)=O. (3) The reactants are: ClC1C=CC([CH:8]2[C:13]([C:14]3[CH:15]=[CH:16][C:17]4[O:22][CH2:21][C:20](=[O:23])[NH:19][C:18]=4[CH:24]=3)=[N:12][C:11]3[CH:25]=[CH:26][CH:27]=[CH:28][C:10]=3[S:9]2)=CC=1.BrC([C:44]1[CH:49]=[CH:48][CH:47]=[C:46]([Cl:50])[CH:45]=1)C(C1C=CC2OCC(=O)NC=2C=1)=O. Given the product [Cl:50][C:46]1[CH:45]=[C:44]([CH:8]2[C:13]([C:14]3[CH:15]=[CH:16][C:17]4[O:22][CH2:21][C:20](=[O:23])[NH:19][C:18]=4[CH:24]=3)=[N:12][C:11]3[CH:25]=[CH:26][CH:27]=[CH:28][C:10]=3[S:9]2)[CH:49]=[CH:48][CH:47]=1, predict the reactants needed to synthesize it. (4) The reactants are: [CH3:1][O:2][C:3](=[O:29])[C@H:4]([CH2:19][C:20]1[CH:25]=[CH:24][C:23]([N+:26]([O-])=O)=[CH:22][CH:21]=1)[NH:5][C:6]([C:8]1([C:13]2[CH:18]=[CH:17][CH:16]=[CH:15][CH:14]=2)[CH2:12][CH2:11][CH2:10][CH2:9]1)=[O:7]. Given the product [CH3:1][O:2][C:3](=[O:29])[C@H:4]([CH2:19][C:20]1[CH:21]=[CH:22][C:23]([NH2:26])=[CH:24][CH:25]=1)[NH:5][C:6]([C:8]1([C:13]2[CH:18]=[CH:17][CH:16]=[CH:15][CH:14]=2)[CH2:12][CH2:11][CH2:10][CH2:9]1)=[O:7], predict the reactants needed to synthesize it. (5) Given the product [F:1][C:2]1[CH:7]=[CH:6][C:5]([C:8]2[C:13](/[CH:14]=[CH:15]/[C@@H:16]([OH:25])[CH2:17][C@@H:18]([OH:24])[CH2:19][C:20]([O:22][CH3:23])=[O:21])=[C:12]([CH:26]([CH3:28])[CH3:27])[N:11]=[C:10]([N:29]([CH3:34])[S:30]([CH3:33])(=[O:32])=[O:31])[N:9]=2)=[CH:4][CH:3]=1, predict the reactants needed to synthesize it. The reactants are: [F:1][C:2]1[CH:7]=[CH:6][C:5]([C:8]2[C:13](/[CH:14]=[CH:15]/[C@@H:16]([OH:25])[CH2:17][C:18](=[O:24])[CH2:19][C:20]([O:22][CH3:23])=[O:21])=[C:12]([CH:26]([CH3:28])[CH3:27])[N:11]=[C:10]([N:29]([CH3:34])[S:30]([CH3:33])(=[O:32])=[O:31])[N:9]=2)=[CH:4][CH:3]=1.C(B(CC)OC)C.[BH4-].[Na+].C(O)(=O)C. (6) Given the product [C:1]([O:5][C:6]([NH:8][C:9]1[CH:22]=[CH:21][C:12]2[S:13][C:14]([C:16]([OH:18])=[O:17])=[CH:15][C:11]=2[CH:10]=1)=[O:7])([CH3:4])([CH3:2])[CH3:3], predict the reactants needed to synthesize it. The reactants are: [C:1]([O:5][C:6]([NH:8][C:9]1[CH:22]=[CH:21][C:12]2[S:13][C:14]([C:16]([O:18]CC)=[O:17])=[CH:15][C:11]=2[CH:10]=1)=[O:7])([CH3:4])([CH3:3])[CH3:2].[OH-].[Na+]. (7) Given the product [CH3:1][C:2]1[C:6]([C:7]([O:9][CH3:10])=[O:8])=[CH:5][N:4]([C:17]2[CH:16]=[CH:15][C:14]([O:13][C:12]([F:11])([F:23])[F:24])=[CH:19][CH:18]=2)[N:3]=1, predict the reactants needed to synthesize it. The reactants are: [CH3:1][C:2]1[C:6]([C:7]([O:9][CH3:10])=[O:8])=[CH:5][NH:4][N:3]=1.[F:11][C:12]([F:24])([F:23])[O:13][C:14]1[CH:19]=[CH:18][C:17](B(O)O)=[CH:16][CH:15]=1. (8) Given the product [C:1]([C:5]1[N:9]([CH2:10][CH2:11][C:12]2[CH:17]=[CH:16][C:15]([F:18])=[CH:14][CH:13]=2)[C:8]([CH3:19])=[C:7]([C:20]([NH:49][CH2:48][CH2:47][N:46]([CH3:50])[CH3:45])=[O:21])[CH:6]=1)([CH3:4])([CH3:3])[CH3:2], predict the reactants needed to synthesize it. The reactants are: [C:1]([C:5]1[N:9]([CH2:10][CH2:11][C:12]2[CH:17]=[CH:16][C:15]([F:18])=[CH:14][CH:13]=2)[C:8]([CH3:19])=[C:7]([C:20](O)=[O:21])[CH:6]=1)([CH3:4])([CH3:3])[CH3:2].Cl.C(N=C=NCCCN(C)C)C.ON1C2C=CC=CC=2N=N1.[CH3:45][N:46]([CH3:50])[CH2:47][CH2:48][NH2:49]. (9) Given the product [CH3:1][O:2][C:3]1[CH:4]=[C:5]([N:11]2[CH2:12][CH2:13][N:14]([C:17]([C:19]3[N:23]([C:24]4[CH:29]=[CH:28][CH:27]=[CH:26][CH:25]=4)[N:22]=[C:21]([CH:30]([OH:31])[CH3:32])[CH:20]=3)=[O:18])[CH2:15][CH2:16]2)[CH:6]=[C:7]([O:9][CH3:10])[CH:8]=1, predict the reactants needed to synthesize it. The reactants are: [CH3:1][O:2][C:3]1[CH:4]=[C:5]([N:11]2[CH2:16][CH2:15][N:14]([C:17]([C:19]3[N:23]([C:24]4[CH:29]=[CH:28][CH:27]=[CH:26][CH:25]=4)[N:22]=[C:21]([CH:30]=[O:31])[CH:20]=3)=[O:18])[CH2:13][CH2:12]2)[CH:6]=[C:7]([O:9][CH3:10])[CH:8]=1.[CH3:32]OC1C=C(/C=C/C(/O)=C/C(/C=C/C2C=CC(O)=C(OC)C=2)=O)C=CC=1O.C[Li].[Cl-].[NH4+]. (10) Given the product [Cl:35][C:34]1[C:27]2[C:26]([N:19]3[CH2:18][CH2:17][C:16]([CH3:22])([C:14]([NH:13][C:9]4[CH:10]=[CH:11][CH:12]=[C:7]([O:6][C:5]5[CH:23]=[CH:24][C:2]([F:1])=[CH:3][CH:4]=5)[CH:8]=4)=[O:15])[CH2:21][CH2:20]3)=[N:31][CH:30]=[N:29][C:28]=2[NH:32][CH:33]=1, predict the reactants needed to synthesize it. The reactants are: [F:1][C:2]1[CH:24]=[CH:23][C:5]([O:6][C:7]2[CH:8]=[C:9]([NH:13][C:14]([C:16]3([CH3:22])[CH2:21][CH2:20][NH:19][CH2:18][CH2:17]3)=[O:15])[CH:10]=[CH:11][CH:12]=2)=[CH:4][CH:3]=1.Cl[C:26]1[C:27]2[C:34]([Cl:35])=[CH:33][NH:32][C:28]=2[N:29]=[CH:30][N:31]=1.C(N(CC)CC)C.